Dataset: TCR-epitope binding with 47,182 pairs between 192 epitopes and 23,139 TCRs. Task: Binary Classification. Given a T-cell receptor sequence (or CDR3 region) and an epitope sequence, predict whether binding occurs between them. (1) The epitope is KPLEFGATSAAL. The TCR CDR3 sequence is CATREGGGNQPQHF. Result: 1 (the TCR binds to the epitope). (2) The epitope is IVDTVSALV. The TCR CDR3 sequence is CASSMFDSSYEQYF. Result: 0 (the TCR does not bind to the epitope).